Dataset: Experimentally validated miRNA-target interactions with 360,000+ pairs, plus equal number of negative samples. Task: Binary Classification. Given a miRNA mature sequence and a target amino acid sequence, predict their likelihood of interaction. (1) The miRNA is mmu-miR-409-5p with sequence AGGUUACCCGAGCAACUUUGCAU. The protein sequence of the target gene is MVDQLRERTTMADPLRERTELLLADYLGYCAREPGTPEPAPSTPEAAVLRSAAARLRQIHRSFFSAYLGYPGNRFELVALMADSVLSDSPGPTWGRVVTLVTFAGTLLERGPLVTARWKKWGFQPRLKEQEGDVARDCQRLVALLSSRLMGQHRAWLQAQGGWDGFCHFFRTPFPLAFWRKQLVQAFLSCLLTTAFIYLWTRLL. Result: 0 (no interaction). (2) The miRNA is hsa-miR-5000-3p with sequence UCAGGACACUUCUGAACUUGGA. The protein sequence of the target gene is MEAKEKQHLLDARPAIRSYTGSLWQEGAGWIPLPRPGLDLQAIELAAQSNHHCHAQKGPDSHCDPKKGKAQRQLYVASAICLLFMIGEVVEILGALVSVLSIWVVTGVLVYLAVERLISGDYEIDGGTMLITSGCAVAVNIIMGLTLHQSGHGHSHGTTNQQEENPSVRAAFIHVIGDFMQSMGVLVAAYILYFKPEYKYVDPICTFVFSILVLGTTLTILRDVILVLMEGTPKGVDFTAVRDLLLSVEGVEALHSLHIWALTVAQPVLSVHIAIAQNTDAQAVLKTASSRLQGKFHFHT.... Result: 0 (no interaction).